The task is: Predict which catalyst facilitates the given reaction.. This data is from Catalyst prediction with 721,799 reactions and 888 catalyst types from USPTO. (1) Reactant: [SH:1][CH2:2][C:3](OCC)=[O:4].[H-].[Na+].[NH2:10][C:11]1[N:16]=[C:15]([C:17]([O:19][CH3:20])=[O:18])[C:14]([Br:21])=[CH:13][C:12]=1Br. Product: [Br:21][C:14]1[C:15]([C:17]([O:19][CH3:20])=[O:18])=[N:16][C:11]2[NH:10][C:3](=[O:4])[CH2:2][S:1][C:12]=2[CH:13]=1. The catalyst class is: 3. (2) The catalyst class is: 36. Product: [Br:1][C:2]1[CH:30]=[CH:29][C:28]([F:31])=[CH:27][C:3]=1[O:4][CH:5]1[CH2:10][CH2:9][N:8]([C:11]2[N:15]=[C:14]([C:16]3[CH:20]=[CH:19][N:18]([CH2:21][C:22]([OH:24])=[O:23])[CH:17]=3)[O:13][N:12]=2)[CH2:7][CH2:6]1. Reactant: [Br:1][C:2]1[CH:30]=[CH:29][C:28]([F:31])=[CH:27][C:3]=1[O:4][CH:5]1[CH2:10][CH2:9][N:8]([C:11]2[N:15]=[C:14]([C:16]3[CH:20]=[CH:19][N:18]([CH2:21][C:22]([O:24]CC)=[O:23])[CH:17]=3)[O:13][N:12]=2)[CH2:7][CH2:6]1.[OH-].[Na+]. (3) Reactant: [NH2:1][C:2]1[CH:20]=[C:19]([N+:21]([O-:23])=[O:22])[CH:18]=[CH:17][C:3]=1[NH:4][C@@H:5]([C:11]1[CH:16]=[CH:15][CH:14]=[CH:13][CH:12]=1)[CH2:6][C:7]([O:9][CH3:10])=[O:8].[C:24](O)(=O)C.C(N)=N. Product: [N+:21]([C:19]1[CH:18]=[CH:17][C:3]2[N:4]([C@@H:5]([C:11]3[CH:16]=[CH:15][CH:14]=[CH:13][CH:12]=3)[CH2:6][C:7]([O:9][CH3:10])=[O:8])[CH:24]=[N:1][C:2]=2[CH:20]=1)([O-:23])=[O:22]. The catalyst class is: 486. (4) Reactant: [NH2:1][C:2]1[C:7]([CH2:8][OH:9])=[CH:6][CH:5]=[C:4]([C:10]([F:13])([F:12])[F:11])[N:3]=1. Product: [NH2:1][C:2]1[C:7]([CH:8]=[O:9])=[CH:6][CH:5]=[C:4]([C:10]([F:12])([F:11])[F:13])[N:3]=1. The catalyst class is: 428.